From a dataset of Forward reaction prediction with 1.9M reactions from USPTO patents (1976-2016). Predict the product of the given reaction. (1) Given the reactants [I:1][C:2]1[CH:3]=[CH:4][C:5]([NH:8][S:9]([C:12]2[CH:17]=[CH:16][C:15]([CH3:18])=[CH:14][CH:13]=2)(=[O:11])=[O:10])=[N:6][CH:7]=1.[H-].[Na+].Cl[CH2:22][C:23]([NH2:25])=[O:24], predict the reaction product. The product is: [C:23]([CH2:22][N:6]1[CH:7]=[C:2]([I:1])[CH:3]=[CH:4][CH:5]1[NH:8][S:9]([C:12]1[CH:17]=[CH:16][C:15]([CH3:18])=[CH:14][CH:13]=1)(=[O:11])=[O:10])(=[O:24])[NH2:25]. (2) Given the reactants C([O:3][C:4]([C:6]1([S:21]([C:24]2[CH:29]=[CH:28][C:27]([O:30][CH3:31])=[CH:26][CH:25]=2)(=[O:23])=[O:22])[CH2:11][CH2:10][N:9]([CH2:12][CH2:13][CH2:14][C:15]2[CH:20]=[CH:19][CH:18]=[CH:17][CH:16]=2)[CH2:8][CH2:7]1)=[O:5])C, predict the reaction product. The product is: [CH3:31][O:30][C:27]1[CH:28]=[CH:29][C:24]([S:21]([C:6]2([C:4]([OH:5])=[O:3])[CH2:7][CH2:8][N:9]([CH2:12][CH2:13][CH2:14][C:15]3[CH:16]=[CH:17][CH:18]=[CH:19][CH:20]=3)[CH2:10][CH2:11]2)(=[O:23])=[O:22])=[CH:25][CH:26]=1. (3) Given the reactants [C:1]([C:3]1[C:8]([CH3:9])=[CH:7][CH:6]=[CH:5][C:4]=1[S:10](Cl)(=[O:12])=[O:11])#[N:2].[NH:14]1[CH:18]=[N:17][CH:16]=[N:15]1.C(N(CC)CC)C.[Cl-].[NH4+], predict the reaction product. The product is: [CH3:9][C:8]1[CH:7]=[CH:6][CH:5]=[C:4]([S:10]([N:14]2[CH:18]=[N:17][CH:16]=[N:15]2)(=[O:12])=[O:11])[C:3]=1[C:1]#[N:2]. (4) Given the reactants [CH:1]([N:4]1[CH2:9][CH2:8][CH:7]([O:10][C:11]2[CH:19]=[CH:18][C:17]3[N:16]4[C@H:20]([CH3:25])[CH2:21][NH:22][C:23](=[O:24])[C:15]4=[CH:14][C:13]=3[CH:12]=2)[CH2:6][CH2:5]1)([CH3:3])[CH3:2].[H-].[Na+].[C:28](OC(=O)C)(=[O:30])[CH3:29], predict the reaction product. The product is: [C:28]([N:22]1[CH2:21][C@@H:20]([CH3:25])[N:16]2[C:17]3[CH:18]=[CH:19][C:11]([O:10][CH:7]4[CH2:8][CH2:9][N:4]([CH:1]([CH3:3])[CH3:2])[CH2:5][CH2:6]4)=[CH:12][C:13]=3[CH:14]=[C:15]2[C:23]1=[O:24])(=[O:30])[CH3:29]. (5) Given the reactants [CH3:1][N:2]1[CH:6]=[C:5]([C:7]2[CH:12]=[CH:11][N:10]=[CH:9][CH:8]=2)[C:4]([C:13]2[CH:18]=[CH:17][C:16]([C:19]#[C:20][Si](C)(C)C)=[CH:15][CH:14]=2)=[N:3]1.CCCC[N+](CCCC)(CCCC)CCCC.[F-].C1COCC1, predict the reaction product. The product is: [C:19]([C:16]1[CH:15]=[CH:14][C:13]([C:4]2[C:5]([C:7]3[CH:8]=[CH:9][N:10]=[CH:11][CH:12]=3)=[CH:6][N:2]([CH3:1])[N:3]=2)=[CH:18][CH:17]=1)#[CH:20]. (6) The product is: [OH:21][CH2:16][CH2:17][CH2:18][C:19]([NH:11][C:9]1[N:10]=[C:5]2[CH:4]=[CH:3][C:2]([I:1])=[CH:7][N:6]2[CH:8]=1)=[O:20]. Given the reactants [I:1][C:2]1[CH:3]=[CH:4][C:5]2[N:6]([CH:8]=[C:9]([NH2:11])[N:10]=2)[CH:7]=1.[Cl-].C[Al+]C.[C:16]1(=[O:21])[O:20][CH2:19][CH2:18][CH2:17]1.CO, predict the reaction product. (7) Given the reactants [Br:1][C:2]1[C:10]2[C:9](Cl)=[N:8][CH:7]=[N:6][C:5]=2[S:4][C:3]=1[C:12]1[O:13][CH:14]=[CH:15][CH:16]=1.[OH:17][C@H:18]([CH2:24][C:25]1[CH:30]=[CH:29][CH:28]=[CH:27][C:26]=1[O:31][CH:32]1[CH2:37][CH2:36][CH2:35][CH2:34][O:33]1)[C:19]([O:21][CH2:22][CH3:23])=[O:20].C([O-])([O-])=O.[Cs+].[Cs+].C(O)(C)(C)C, predict the reaction product. The product is: [Br:1][C:2]1[C:10]2[C:9]([O:17][C@H:18]([CH2:24][C:25]3[CH:30]=[CH:29][CH:28]=[CH:27][C:26]=3[O:31][CH:32]3[CH2:37][CH2:36][CH2:35][CH2:34][O:33]3)[C:19]([O:21][CH2:22][CH3:23])=[O:20])=[N:8][CH:7]=[N:6][C:5]=2[S:4][C:3]=1[C:12]1[O:13][CH:14]=[CH:15][CH:16]=1.